Dataset: CYP1A2 inhibition data for predicting drug metabolism from PubChem BioAssay. Task: Regression/Classification. Given a drug SMILES string, predict its absorption, distribution, metabolism, or excretion properties. Task type varies by dataset: regression for continuous measurements (e.g., permeability, clearance, half-life) or binary classification for categorical outcomes (e.g., BBB penetration, CYP inhibition). Dataset: cyp1a2_veith. (1) The drug is C/C(=N\Nc1nc(N)cc(Cl)n1)c1cccc([N+](=O)[O-])c1. The result is 1 (inhibitor). (2) The result is 1 (inhibitor). The compound is CC1=NN(c2ccccc2)C(=O)[C@@H]1N=Nc1ccc(S(N)(=O)=O)cc1. (3) The molecule is CN(C)CCCO[C@H]1[C@@H]2OC(C)(C)O[C@@H]2O[C@@H]1[C@H](O)CO. The result is 0 (non-inhibitor).